This data is from Peptide-MHC class II binding affinity with 134,281 pairs from IEDB. The task is: Regression. Given a peptide amino acid sequence and an MHC pseudo amino acid sequence, predict their binding affinity value. This is MHC class II binding data. The peptide sequence is GKWLDAKSTWYGKPT. The MHC is HLA-DPA10103-DPB10201 with pseudo-sequence HLA-DPA10103-DPB10201. The binding affinity (normalized) is 0.196.